Dataset: Forward reaction prediction with 1.9M reactions from USPTO patents (1976-2016). Task: Predict the product of the given reaction. Given the reactants [N+:1]([C:4]1[CH:9]=[CH:8][C:7]([OH:10])=[CH:6][CH:5]=1)([O-:3])=[O:2].Cl[C:12]1[N:17]=[C:16]([Cl:18])[CH:15]=[CH:14][N:13]=1.[OH-].[Na+], predict the reaction product. The product is: [Cl:18][C:16]1[CH:15]=[C:14]([O:10][C:7]2[CH:8]=[CH:9][C:4]([N+:1]([O-:3])=[O:2])=[CH:5][CH:6]=2)[N:13]=[CH:12][N:17]=1.